Dataset: Catalyst prediction with 721,799 reactions and 888 catalyst types from USPTO. Task: Predict which catalyst facilitates the given reaction. (1) Reactant: [ClH:1].O1CCOCC1.[F:8][C:9]1[CH:14]=[CH:13][CH:12]=[CH:11][C:10]=1/[CH:15]=[CH:16]/[C:17]([NH:19][CH2:20][CH2:21][CH2:22][N:23]1[CH2:28][CH2:27][S:26](=[O:29])[CH2:25][CH2:24]1)=[O:18]. Product: [ClH:1].[F:8][C:9]1[CH:14]=[CH:13][CH:12]=[CH:11][C:10]=1/[CH:15]=[CH:16]/[C:17]([NH:19][CH2:20][CH2:21][CH2:22][N:23]1[CH2:28][CH2:27][S:26](=[O:29])[CH2:25][CH2:24]1)=[O:18]. The catalyst class is: 2. (2) Reactant: [CH2:1]([CH:8]1[C:16]2[C:11](=[CH:12][CH:13]=[C:14]([O:17][CH2:18][CH2:19][NH:20]C(=O)OC(C)(C)C)[CH:15]=2)[C:10](=[O:28])[NH:9]1)[C:2]1[CH:7]=[CH:6][CH:5]=[CH:4][CH:3]=1.[ClH:29]. Product: [ClH:29].[NH2:20][CH2:19][CH2:18][O:17][C:14]1[CH:15]=[C:16]2[C:11](=[CH:12][CH:13]=1)[C:10](=[O:28])[NH:9][CH:8]2[CH2:1][C:2]1[CH:7]=[CH:6][CH:5]=[CH:4][CH:3]=1.[ClH:29]. The catalyst class is: 12.